From a dataset of Full USPTO retrosynthesis dataset with 1.9M reactions from patents (1976-2016). Predict the reactants needed to synthesize the given product. (1) Given the product [C:26]([O:30][C:31]([N:33]1[CH2:38][CH2:37][C:36](=[CH:7][C:8]2[CH:9]=[CH:10][C:11]([C:12]([O:14][CH3:15])=[O:13])=[CH:16][CH:17]=2)[CH2:35][CH2:34]1)=[O:32])([CH3:29])([CH3:27])[CH3:28], predict the reactants needed to synthesize it. The reactants are: COP([CH2:7][C:8]1[CH:17]=[CH:16][C:11]([C:12]([O:14][CH3:15])=[O:13])=[CH:10][CH:9]=1)(OC)=O.C([N-]C(C)C)(C)C.[Li+].[C:26]([O:30][C:31]([N:33]1[CH2:38][CH2:37][C:36](=O)[CH2:35][CH2:34]1)=[O:32])([CH3:29])([CH3:28])[CH3:27]. (2) Given the product [OH:1][C:2]1[C:3]([C:22]([NH:24][CH2:25][C:26]([OH:28])=[O:27])=[O:23])=[C:4]2[C:9](=[CH:10][C:11]=1[C:12]1[S:13][CH:14]=[CH:15][N:16]=1)[N:8]=[C:7]([C:17]1[S:18][CH:19]=[CH:20][N:21]=1)[CH:6]=[N:5]2, predict the reactants needed to synthesize it. The reactants are: [OH:1][C:2]1[C:3]([C:22]([NH:24][CH2:25][C:26]([O:28]CC)=[O:27])=[O:23])=[C:4]2[C:9](=[CH:10][C:11]=1[C:12]1[S:13][CH:14]=[CH:15][N:16]=1)[N:8]=[C:7]([C:17]1[S:18][CH:19]=[CH:20][N:21]=1)[CH:6]=[N:5]2.[OH-].[Na+]. (3) Given the product [CH3:1][C:2]1([CH3:21])[O:7][C:6](=[O:8])[NH:5][C:4]2[CH:9]=[CH:10][C:11]([C:13]3[CH:20]=[CH:19][CH:18]=[C:15]([C:16]4[NH:28][N:27]=[N:26][N:17]=4)[CH:14]=3)=[CH:12][C:3]1=2, predict the reactants needed to synthesize it. The reactants are: [CH3:1][C:2]1([CH3:21])[O:7][C:6](=[O:8])[NH:5][C:4]2[CH:9]=[CH:10][C:11]([C:13]3[CH:14]=[C:15]([CH:18]=[CH:19][CH:20]=3)[C:16]#[N:17])=[CH:12][C:3]1=2.C[Si]([N:26]=[N+:27]=[N-:28])(C)C.C([Sn](=O)CCCC)CCC. (4) Given the product [CH2:58]([NH:65][C:13]([C:12]1[CH:16]=[CH:17][C:9]([Cl:8])=[C:10]([NH:18][C:19]([C:21]2[C:22](=[O:33])[NH:23][C:24]3[C:29]([CH:30]=2)=[CH:28][N:27]=[C:26]([O:31][CH3:32])[CH:25]=3)=[O:20])[CH:11]=1)=[O:14])[C:59]1[CH:64]=[CH:63][CH:62]=[CH:61][CH:60]=1, predict the reactants needed to synthesize it. The reactants are: C(N(CC)CC)C.[Cl:8][C:9]1[CH:17]=[CH:16][C:12]([C:13](O)=[O:14])=[CH:11][C:10]=1[NH:18][C:19]([C:21]1[C:22](=[O:33])[NH:23][C:24]2[C:29]([CH:30]=1)=[CH:28][N:27]=[C:26]([O:31][CH3:32])[CH:25]=2)=[O:20].CN(C(ON1N=NC2C=CC=NC1=2)=[N+](C)C)C.F[P-](F)(F)(F)(F)F.[CH2:58]([NH2:65])[C:59]1[CH:64]=[CH:63][CH:62]=[CH:61][CH:60]=1. (5) Given the product [Cl:19][C:9]1[CH:10]=[CH:11][CH:12]=[CH:13][C:8]=1[C:5]1[CH:6]=[CH:7][C:2]2[N:1]=[C:20]([CH3:21])[N:17]([CH3:18])[C:3]=2[C:4]=1[C:15]#[N:16], predict the reactants needed to synthesize it. The reactants are: [NH2:1][C:2]1[C:3]([NH:17][CH3:18])=[C:4]([C:15]#[N:16])[C:5]([C:8]2[CH:13]=[CH:12][CH:11]=[CH:10][C:9]=2Cl)=[CH:6][CH:7]=1.[ClH:19].[CH3:20][C:21](O)=O. (6) Given the product [OH:1][CH:2]1[CH2:3][N:4]([C:6]([N:8]2[CH2:13][CH:12]([C:14]3[CH:19]=[CH:18][C:17]([O:20][C:21]([F:23])([F:22])[F:24])=[CH:16][CH:15]=3)[CH2:11][CH:10]([C:25]3[O:26][N:35]=[C:30]([CH2:31][CH2:32][O:33][CH3:34])[N:29]=3)[CH2:9]2)=[O:7])[CH2:5]1, predict the reactants needed to synthesize it. The reactants are: [OH:1][CH:2]1[CH2:5][N:4]([C:6]([N:8]2[CH2:13][CH:12]([C:14]3[CH:19]=[CH:18][C:17]([O:20][C:21]([F:24])([F:23])[F:22])=[CH:16][CH:15]=3)[CH2:11][CH:10]([C:25](O)=[O:26])[CH2:9]2)=[O:7])[CH2:3]1.O[NH:29][C:30](=[NH:35])[CH2:31][CH2:32][O:33][CH3:34]. (7) Given the product [Cl:1][C:2]1[CH:7]=[CH:6][C:5]([NH:8][C:9](=[O:17])[CH:10]([CH3:16])[C:11]([OH:13])=[O:12])=[CH:4][C:3]=1[O:18][CH3:19], predict the reactants needed to synthesize it. The reactants are: [Cl:1][C:2]1[CH:7]=[CH:6][C:5]([NH:8][C:9](=[O:17])[CH:10]([CH3:16])[C:11]([O:13]CC)=[O:12])=[CH:4][C:3]=1[O:18][CH3:19]. (8) The reactants are: [OH:1][CH2:2][C:3]([NH:6][C:7]([C:9]1[C:17]2[C:12](=[N:13][CH:14]=[C:15]([C:18]3[C:26]4[C:21](=[CH:22][CH:23]=[C:24]([O:27][CH3:28])[CH:25]=4)[N:20]([CH3:29])[N:19]=3)[N:16]=2)[N:11](COCC[Si](C)(C)C)[CH:10]=1)=[O:8])([CH3:5])[CH3:4].[F-].[Cs+].C1OCCOCCOCCOCCOCCOC1. Given the product [OH:1][CH2:2][C:3]([NH:6][C:7]([C:9]1[C:17]2[C:12](=[N:13][CH:14]=[C:15]([C:18]3[C:26]4[C:21](=[CH:22][CH:23]=[C:24]([O:27][CH3:28])[CH:25]=4)[N:20]([CH3:29])[N:19]=3)[N:16]=2)[NH:11][CH:10]=1)=[O:8])([CH3:5])[CH3:4], predict the reactants needed to synthesize it. (9) Given the product [CH3:11][O:12][C:13](=[O:22])[C:14]1[CH:19]=[CH:18][CH:17]=[C:16]([CH2:20][N:6]2[CH:7]=[CH:8][C:4]([N+:1]([O-:3])=[O:2])=[N:5]2)[CH:15]=1, predict the reactants needed to synthesize it. The reactants are: [N+:1]([C:4]1[CH:8]=[CH:7][NH:6][N:5]=1)([O-:3])=[O:2].[H-].[Na+].[CH3:11][O:12][C:13](=[O:22])[C:14]1[CH:19]=[CH:18][CH:17]=[C:16]([CH2:20]Br)[CH:15]=1. (10) Given the product [Cl:1][C:2]1[CH:3]=[CH:4][C:5]2[O:9][C:8]([C:10]3[CH:11]=[CH:12][C:13]([NH:33][CH2:32][CH2:31][C:30]([F:35])([F:34])[F:29])=[C:14]([CH:15]=3)[NH2:16])=[N:7][C:6]=2[CH:20]=1, predict the reactants needed to synthesize it. The reactants are: [Cl:1][C:2]1[CH:3]=[CH:4][C:5]2[O:9][C:8]([C:10]3[CH:11]=[CH:12][C:13](F)=[C:14]([N+:16]([O-])=O)[CH:15]=3)=[N:7][C:6]=2[CH:20]=1.C(N(CC)CC)C.Cl.[F:29][C:30]([F:35])([F:34])[CH2:31][CH2:32][NH2:33].[H][H].